From a dataset of Forward reaction prediction with 1.9M reactions from USPTO patents (1976-2016). Predict the product of the given reaction. Given the reactants [CH:1]1([CH2:7][C:8]2([OH:25])[CH2:13][CH2:12][N:11]([C:14]3[CH:24]=[CH:23][C:17]([C:18]([O:20][CH2:21][CH3:22])=[O:19])=[CH:16][CH:15]=3)[CH2:10][CH2:9]2)[CH2:6][CH2:5][CH2:4][CH2:3][CH2:2]1.[H-].[Na+].[CH3:28]N(C)P(N(C)C)(N(C)C)=O.CI, predict the reaction product. The product is: [CH:1]1([CH2:7][C:8]2([O:25][CH3:28])[CH2:13][CH2:12][N:11]([C:14]3[CH:24]=[CH:23][C:17]([C:18]([O:20][CH2:21][CH3:22])=[O:19])=[CH:16][CH:15]=3)[CH2:10][CH2:9]2)[CH2:2][CH2:3][CH2:4][CH2:5][CH2:6]1.